This data is from Choline transporter screen with 302,306 compounds. The task is: Binary Classification. Given a drug SMILES string, predict its activity (active/inactive) in a high-throughput screening assay against a specified biological target. (1) The molecule is S(=O)(=O)(N(C)C)c1cc2c(n(cc(c2=O)C(=O)NCCCOC)CC)cc1. The result is 0 (inactive). (2) The compound is O=C(NC1=Nc2c(N=C(C1c1ccccc1)C)cccc2)/C=C\C(O)=O. The result is 0 (inactive). (3) The compound is S=C(N1CCN(CC1)c1ccc([N+]([O-])=O)cc1)NC(=O)c1ccc(OC)cc1. The result is 0 (inactive). (4) The compound is O1C2(C(C(CC2)(C1=O)C)(C)C)C(=O)N1CCN(CC1)C(c1ccccc1)c1ccccc1. The result is 0 (inactive). (5) The molecule is O=C(NC(C)(C)C)C(N(c1cc2OCCOc2cc1)C(=O)CCC(=O)Nc1noc(c1)C)c1c(OC)c(OC)ccc1. The result is 0 (inactive). (6) The drug is O=C(N1CCC(NC(=O)C(NC(=O)C)Cc2ccccc2)CC1)c1cc(OC)c(OC)c(OC)c1. The result is 0 (inactive).